This data is from Full USPTO retrosynthesis dataset with 1.9M reactions from patents (1976-2016). The task is: Predict the reactants needed to synthesize the given product. (1) Given the product [C:13]([NH:16][C:17]1[N:18]=[CH:19][C:20]([O:23][C:24]2[C:25]3[C:29]([CH:30]=[C:31]([C:33]([NH:8][C:5]4[CH:4]=[CH:3][C:2]([CH3:1])=[CH:7][N:6]=4)=[O:34])[CH:32]=2)=[N:28][N:27]([CH2:38][CH3:39])[CH:26]=3)=[N:21][CH:22]=1)(=[O:15])[CH3:14], predict the reactants needed to synthesize it. The reactants are: [CH3:1][C:2]1[CH:3]=[CH:4][C:5]([NH2:8])=[N:6][CH:7]=1.[Cl-].C[Al+]C.[C:13]([NH:16][C:17]1[N:18]=[CH:19][C:20]([O:23][C:24]2[C:25]3[C:29]([CH:30]=[C:31]([C:33](OCC)=[O:34])[CH:32]=2)=[N:28][N:27]([CH2:38][CH3:39])[CH:26]=3)=[N:21][CH:22]=1)(=[O:15])[CH3:14].N1C=CC=CC=1.C(Cl)(=O)C. (2) The reactants are: [CH3:1][C:2]([C:6]1[CH:11]=[CH:10][CH:9]=[CH:8][C:7]=1[OH:12])([CH3:5])[CH2:3][CH3:4].[Br-:13].[Br-].[Br-].[NH+]1C=CC=CC=1.[NH+]1C=CC=CC=1.[NH+]1C=CC=CC=1.Cl. Given the product [Br:13][C:10]1[CH:9]=[CH:8][C:7]([OH:12])=[C:6]([C:2]([CH3:1])([CH3:5])[CH2:3][CH3:4])[CH:11]=1, predict the reactants needed to synthesize it. (3) Given the product [CH3:24][S:25]([C:28]1[CH:29]=[C:30]([NH:34][C:21]([C:20]2[CH:19]=[N:18][N:11]3[C:12]([C:14]([F:15])([F:17])[F:16])=[CH:13][C:8]([C:5]4[CH:6]=[CH:7][C:2]([Cl:1])=[CH:3][CH:4]=4)=[N:9][C:10]=23)=[O:22])[CH:31]=[CH:32][CH:33]=1)(=[O:26])=[O:27], predict the reactants needed to synthesize it. The reactants are: [Cl:1][C:2]1[CH:7]=[CH:6][C:5]([C:8]2[CH:13]=[C:12]([C:14]([F:17])([F:16])[F:15])[N:11]3[N:18]=[CH:19][C:20]([C:21](O)=[O:22])=[C:10]3[N:9]=2)=[CH:4][CH:3]=1.[CH3:24][S:25]([C:28]1[CH:29]=[C:30]([NH2:34])[CH:31]=[CH:32][CH:33]=1)(=[O:27])=[O:26].Cl.